Dataset: Full USPTO retrosynthesis dataset with 1.9M reactions from patents (1976-2016). Task: Predict the reactants needed to synthesize the given product. (1) Given the product [Br-:8].[CH2:1]([P+:3]([CH2:6][CH3:7])([CH2:4][CH3:5])[CH2:9][CH2:10][CH2:11][CH2:12][CH3:13])[CH3:2], predict the reactants needed to synthesize it. The reactants are: [CH2:1]([P:3]([CH2:6][CH3:7])[CH2:4][CH3:5])[CH3:2].[Br:8][CH2:9][CH2:10][CH2:11][CH2:12][CH3:13].CCCCCC. (2) Given the product [Br:11][C:9]1[CH:8]=[N:7][C:6]2=[C:2]([N:12]([CH2:16][CH2:17][OH:18])[CH2:13][CH2:14][OH:15])[S:3][N:4]=[C:5]2[CH:10]=1, predict the reactants needed to synthesize it. The reactants are: Br[C:2]1[S:3][N:4]=[C:5]2[CH:10]=[C:9]([Br:11])[CH:8]=[N:7][C:6]=12.[NH:12]([CH2:16][CH2:17][OH:18])[CH2:13][CH2:14][OH:15]. (3) Given the product [Cl:13][CH2:12][CH2:11][CH2:10][O:7][C:6]1[CH:5]=[CH:4][C:3]([CH3:8])=[CH:2][CH:1]=1, predict the reactants needed to synthesize it. The reactants are: [CH:1]1[C:6]([OH:7])=[CH:5][CH:4]=[C:3]([CH3:8])[CH:2]=1.Br[CH2:10][CH2:11][CH2:12][Cl:13]. (4) Given the product [F:33][C:27]1[CH:28]=[CH:29][C:30]([F:32])=[CH:31][C:26]=1[CH2:25][NH:24][C:22]([NH:21][C:18]1[CH:17]=[CH:16][C:15]([S:12]([N:9]2[CH2:8][CH2:7][CH:6]([CH2:5][NH:4][CH2:62][C@H:60]([OH:61])[CH2:59][O:58][C:55]3[CH:56]=[CH:57][C:52]([OH:51])=[CH:53][CH:54]=3)[CH2:11][CH2:10]2)(=[O:13])=[O:14])=[CH:20][CH:19]=1)=[O:23], predict the reactants needed to synthesize it. The reactants are: C(O)=O.[NH2:4][CH2:5][CH:6]1[CH2:11][CH2:10][N:9]([S:12]([C:15]2[CH:20]=[CH:19][C:18]([NH:21][C:22]([NH:24][CH2:25][C:26]3[CH:31]=[C:30]([F:32])[CH:29]=[CH:28][C:27]=3[F:33])=[O:23])=[CH:17][CH:16]=2)(=[O:14])=[O:13])[CH2:8][CH2:7]1.C([Si]([O:51][C:52]1[CH:57]=[CH:56][C:55]([O:58][CH2:59][CH:60]2[CH2:62][O:61]2)=[CH:54][CH:53]=1)(C1C=CC=CC=1)C1C=CC=CC=1)(C)(C)C. (5) Given the product [CH:1]1([C:4]([N:6]2[CH2:10][CH2:9][C@@H:8]([CH2:11][NH:12][C:20]3[CH:19]=[C:16]([CH:15]=[CH:14][C:21]=3[N+:22]([O-:24])=[O:23])[C:17]#[N:18])[CH2:7]2)=[O:5])[CH2:2][CH2:3]1, predict the reactants needed to synthesize it. The reactants are: [CH:1]1([C:4]([N:6]2[CH2:10][CH2:9][C@@H:8]([CH2:11][NH2:12])[CH2:7]2)=[O:5])[CH2:3][CH2:2]1.Cl[C:14]1[CH:15]=[C:16]([CH:19]=[CH:20][C:21]=1[N+:22]([O-:24])=[O:23])[C:17]#[N:18].CCN(C(C)C)C(C)C.